From a dataset of Reaction yield outcomes from USPTO patents with 853,638 reactions. Predict the reaction yield, written as a fraction of the theoretical maximum amount of product (1.0 means a 100% yield; for example, 0.34 means a 34% yield). (1) The reactants are [C:1]([O:5][C:6]([NH:8][C@H:9]1[CH2:14][CH2:13][CH2:12][CH2:11][C@H:10]1[NH:15][C:16]1[CH:25]=[C:24]([C:26]#[N:27])[C:19]([C:20]([O:22]C)=O)=[C:18]([C:28]2[CH:29]=[N:30][N:31]([CH2:33][CH3:34])[CH:32]=2)[N:17]=1)=[O:7])([CH3:4])([CH3:3])[CH3:2].CC(O)=O.C(=O)([O-])[O-].[K+].[K+]. The catalyst is CO.[Pd].C(Cl)Cl. The product is [CH2:33]([N:31]1[CH:32]=[C:28]([C:18]2[C:19]3[C:20](=[O:22])[NH:27][CH2:26][C:24]=3[CH:25]=[C:16]([NH:15][C@@H:10]3[CH2:11][CH2:12][CH2:13][CH2:14][C@@H:9]3[NH:8][C:6](=[O:7])[O:5][C:1]([CH3:2])([CH3:3])[CH3:4])[N:17]=2)[CH:29]=[N:30]1)[CH3:34]. The yield is 0.860. (2) The reactants are C[O:2][C:3]([C:5]1[CH:26]=[CH:25][C:8]2[C:9]3[N:10]=[C:11]([C:17]4[N:21]([CH:22]([CH3:24])[CH3:23])[CH:20]=[N:19][N:18]=4)[S:12][C:13]=3[CH2:14][CH2:15][O:16][C:7]=2[CH:6]=1)=[O:4].[OH-].[Li+].Cl. The catalyst is C1COCC1.O. The product is [CH:22]([N:21]1[CH:20]=[N:19][N:18]=[C:17]1[C:11]1[S:12][C:13]2[CH2:14][CH2:15][O:16][C:7]3[CH:6]=[C:5]([C:3]([OH:4])=[O:2])[CH:26]=[CH:25][C:8]=3[C:9]=2[N:10]=1)([CH3:24])[CH3:23]. The yield is 0.950. (3) The yield is 0.330. The product is [CH3:3][CH:2]([C:4]1[N:8]=[C:7]([N:9]2[CH2:14][CH2:13][CH:12]([CH:15]([OH:16])[CH3:17])[CH2:11][CH2:10]2)[O:6][N:5]=1)[CH3:1]. The reactants are [CH3:1][CH:2]([C:4]1[N:8]=[C:7]([N:9]2[CH2:14][CH2:13][CH:12]([CH:15]=[O:16])[CH2:11][CH2:10]2)[O:6][N:5]=1)[CH3:3].[CH3:17][Mg]Br. The catalyst is C1COCC1. (4) The reactants are [CH:1]1([C:5](=[O:12])[CH2:6][C:7]([O:9][CH2:10][CH3:11])=[O:8])[CH2:4][CH2:3][CH2:2]1.CO[CH:15](OC)[N:16]([CH3:18])[CH3:17]. The catalyst is O1CCOCC1. The product is [CH:1]1([C:5](/[C:6](=[CH:15]\[N:16]([CH3:18])[CH3:17])/[C:7]([O:9][CH2:10][CH3:11])=[O:8])=[O:12])[CH2:2][CH2:3][CH2:4]1. The yield is 1.00.